Dataset: Forward reaction prediction with 1.9M reactions from USPTO patents (1976-2016). Task: Predict the product of the given reaction. Given the reactants [Br:1][C:2]1[CH:3]=[C:4]([NH:10]N)[CH:5]=[C:6]([Br:9])[C:7]=1[Br:8].[CH3:12][CH:13]([CH3:17])[C:14](=O)[CH3:15].Cl.C(=O)([O-])[O-].[Na+].[Na+], predict the reaction product. The product is: [Br:1][C:2]1[C:7]([Br:8])=[C:6]([Br:9])[CH:5]=[C:4]2[C:3]=1[C:13]([CH3:17])([CH3:12])[C:14]([CH3:15])=[N:10]2.